Dataset: Full USPTO retrosynthesis dataset with 1.9M reactions from patents (1976-2016). Task: Predict the reactants needed to synthesize the given product. (1) Given the product [Si:24]([O:23][C@@H:15]1[CH2:16][CH2:17][C@@:18]2([CH3:19])[C@@H:13]([CH2:12][CH2:11][C@@H:10]3[C@@H:20]2[CH2:21][CH2:22][C@@:5]2([CH3:6])[C@H:7]3[CH2:8][CH2:9][C@@H:4]2[C:3]#[C:2][CH:47]([OH:49])[CH3:48])[CH2:14]1)([C:37]([CH3:38])([CH3:40])[CH3:39])([C:31]1[CH:32]=[CH:33][CH:34]=[CH:35][CH:36]=1)[C:25]1[CH:26]=[CH:27][CH:28]=[CH:29][CH:30]=1, predict the reactants needed to synthesize it. The reactants are: Br[C:2](Br)=[CH:3][C@H:4]1[CH2:9][CH2:8][C@H:7]2[C@H:10]3[C@H:20]([CH2:21][CH2:22][C@:5]12[CH3:6])[C@:18]1([CH3:19])[C@H:13]([CH2:14][C@H:15]([O:23][Si:24]([C:37]([CH3:40])([CH3:39])[CH3:38])([C:31]2[CH:36]=[CH:35][CH:34]=[CH:33][CH:32]=2)[C:25]2[CH:30]=[CH:29][CH:28]=[CH:27][CH:26]=2)[CH2:16][CH2:17]1)[CH2:12][CH2:11]3.[Li]CCCC.[CH:47](=[O:49])[CH3:48].Cl. (2) Given the product [C:1]([C:5]1[CH:10]=[CH:9][C:8]([S:11]([NH:14][C:15]2[N:19]([CH3:20])[N:18]=[C:17]([O:21][CH2:22][CH2:23][O:24][C:16]3[CH:17]=[N:43][C:45]([CH2:44][OH:46])=[N:14][CH:15]=3)[C:16]=2[C:33]2[CH:38]=[CH:37][C:36]([CH3:39])=[CH:35][CH:34]=2)(=[O:13])=[O:12])=[CH:7][CH:6]=1)([CH3:4])([CH3:3])[CH3:2], predict the reactants needed to synthesize it. The reactants are: [C:1]([C:5]1[CH:10]=[CH:9][C:8]([S:11]([NH:14][C:15]2[N:19]([CH3:20])[N:18]=[C:17]([O:21][CH2:22][CH2:23][O:24]C3N=CC(C=O)=CN=3)[C:16]=2[C:33]2[CH:38]=[CH:37][C:36]([CH3:39])=[CH:35][CH:34]=2)(=[O:13])=[O:12])=[CH:7][CH:6]=1)([CH3:4])([CH3:3])[CH3:2].[BH4-].[Na+].[Cl-].[NH4+:43].[CH2:44]([OH:46])[CH3:45]. (3) Given the product [CH:1]1([CH2:7][CH:8]([OH:26])[C:9]([NH:11][CH:12]([C:15]([C:16]2[O:17][C:18]3[C:19]([N:24]=2)=[N:20][CH:21]=[CH:22][CH:23]=3)=[O:25])[CH2:13][CH3:14])=[O:10])[CH2:6][CH2:5][CH2:4][CH2:3][CH2:2]1, predict the reactants needed to synthesize it. The reactants are: [CH:1]1([CH2:7][CH:8]([OH:26])[C:9]([NH:11][CH:12]([CH:15]([OH:25])[C:16]2[O:17][C:18]3[C:19]([N:24]=2)=[N:20][CH:21]=[CH:22][CH:23]=3)[CH2:13][CH3:14])=[O:10])[CH2:6][CH2:5][CH2:4][CH2:3][CH2:2]1.